Predict the reactants needed to synthesize the given product. From a dataset of Full USPTO retrosynthesis dataset with 1.9M reactions from patents (1976-2016). (1) Given the product [CH3:1][C:2]1[C:10]2[C:9](=[O:11])[C:8]([C:12]([OH:14])=[O:13])=[CH:7][NH:6][C:5]=2[S:4][N:3]=1, predict the reactants needed to synthesize it. The reactants are: [CH3:1][C:2]1[C:10]2[C:9](=[O:11])[C:8]([C:12]([O:14]CC)=[O:13])=[CH:7][NH:6][C:5]=2[S:4][N:3]=1. (2) Given the product [CH:7](=[O:11])[C:2]1[C:1](=[CH:6][CH:5]=[CH:4][CH:3]=1)[CH:9]=[O:8], predict the reactants needed to synthesize it. The reactants are: [C:1]12[CH2:9][O:8][CH2:7][C:2]1=[CH:3][CH:4]=[CH:5][CH:6]=2.[N+]([O-])(O)=[O:11].O. (3) Given the product [CH3:24][O:25][C:26]1[CH:34]=[CH:33][C:29]([C:30]([NH:1][CH2:2][C@H:3]2[N:8]([C:9]([C:11]3[N:12]=[C:13]([CH3:23])[S:14][C:15]=3[C:16]3[CH:17]=[C:18]([CH3:22])[CH:19]=[CH:20][CH:21]=3)=[O:10])[CH2:7][C@H:6]3[C@@H:4]2[CH2:5]3)=[O:31])=[CH:28][C:27]=1[C:35]([F:36])([F:37])[F:38], predict the reactants needed to synthesize it. The reactants are: [NH2:1][CH2:2][C@H:3]1[N:8]([C:9]([C:11]2[N:12]=[C:13]([CH3:23])[S:14][C:15]=2[C:16]2[CH:17]=[C:18]([CH3:22])[CH:19]=[CH:20][CH:21]=2)=[O:10])[CH2:7][C@H:6]2[C@@H:4]1[CH2:5]2.[CH3:24][O:25][C:26]1[CH:34]=[CH:33][C:29]([C:30](O)=[O:31])=[CH:28][C:27]=1[C:35]([F:38])([F:37])[F:36]. (4) Given the product [OH:14][CH2:13][CH:10]1[CH2:11][CH2:12][N:8]([C:1]([O:3][C:4]([CH3:7])([CH3:6])[CH3:5])=[O:2])[CH2:9]1, predict the reactants needed to synthesize it. The reactants are: [C:1]([N:8]1[CH2:12][CH2:11][CH:10]([C:13](O)=[O:14])[CH2:9]1)([O:3][C:4]([CH3:7])([CH3:6])[CH3:5])=[O:2].O1CCCC1. (5) Given the product [CH3:38][C:33]1[C:32]([C:30]([O:29][CH2:27][CH3:28])=[O:31])=[C:36]2[N:37]=[CH:3][CH:4]=[C:5]([C:7]3[CH:12]=[CH:11][CH:10]=[C:9]([NH:13][C:14](=[O:25])[C:15]4[CH:20]=[CH:19][CH:18]=[C:17]([C:21]([F:22])([F:23])[F:24])[CH:16]=4)[CH:8]=3)[N:35]2[N:34]=1, predict the reactants needed to synthesize it. The reactants are: CN(C)[CH:3]=[CH:4][C:5]([C:7]1[CH:8]=[C:9]([NH:13][C:14](=[O:25])[C:15]2[CH:20]=[CH:19][CH:18]=[C:17]([C:21]([F:24])([F:23])[F:22])[CH:16]=2)[CH:10]=[CH:11][CH:12]=1)=O.[CH2:27]([O:29][C:30]([C:32]1[C:33]([CH3:38])=[N:34][NH:35][C:36]=1[NH2:37])=[O:31])[CH3:28].